This data is from Full USPTO retrosynthesis dataset with 1.9M reactions from patents (1976-2016). The task is: Predict the reactants needed to synthesize the given product. (1) Given the product [CH3:14][O:15][C:16]1[CH:17]=[C:18]([CH:22]=[CH:23][C:24]=1[O:25][CH3:26])[C:19]([NH:13][C:10]1[CH:9]=[CH:8][C:7]([C:4]([CH3:6])([CH3:5])[CH2:3][O:2][CH3:1])=[CH:12][CH:11]=1)=[O:20], predict the reactants needed to synthesize it. The reactants are: [CH3:1][O:2][CH2:3][C:4]([C:7]1[CH:12]=[CH:11][C:10]([NH2:13])=[CH:9][CH:8]=1)([CH3:6])[CH3:5].[CH3:14][O:15][C:16]1[CH:17]=[C:18]([CH:22]=[CH:23][C:24]=1[O:25][CH3:26])[C:19](Cl)=[O:20].C(N(CC)CC)C. (2) The reactants are: [Br:1][C:2]1[C:7]([CH2:8][CH3:9])=[CH:6][C:5]([OH:10])=[C:4]([F:11])[CH:3]=1.[CH2:12](Br)[C:13]1[CH:18]=[CH:17][CH:16]=[CH:15][CH:14]=1.C(=O)([O-])[O-].[K+].[K+]. Given the product [CH2:12]([O:10][C:5]1[CH:6]=[C:7]([CH2:8][CH3:9])[C:2]([Br:1])=[CH:3][C:4]=1[F:11])[C:13]1[CH:18]=[CH:17][CH:16]=[CH:15][CH:14]=1, predict the reactants needed to synthesize it. (3) Given the product [CH:7]1[C:2]2[C:30]3([C:31]4[CH:19]=[CH:20][CH:21]=[CH:22][C:23]=4[C:24]4[C:29]3=[CH:28][CH:27]=[CH:26][CH:25]=4)[C:13]3[C:8](=[CH:9][CH:10]=[CH:11][CH:12]=3)[C:3]=2[CH:4]=[CH:5][CH:6]=1, predict the reactants needed to synthesize it. The reactants are: Br[C:2]1[CH:7]=[CH:6][CH:5]=[CH:4][C:3]=1[C:8]1[CH:13]=[CH:12][CH:11]=[CH:10][CH:9]=1.[Li]CCCC.[CH:19]1[C:31]2[C:30](=O)[C:29]3[C:24](=[CH:25][CH:26]=[CH:27][CH:28]=3)[C:23]=2[CH:22]=[CH:21][CH:20]=1.O. (4) Given the product [F:1][C:2]1[CH:7]=[CH:6][C:5]([N:8]2[C:12]3([CH2:17][CH2:16][CH2:15][CH2:14][CH2:13]3)[C:11](=[O:18])[NH:10][C:9]2=[S:29])=[CH:4][CH:3]=1, predict the reactants needed to synthesize it. The reactants are: [F:1][C:2]1[CH:7]=[CH:6][C:5]([N:8]2[C:12]3([CH2:17][CH2:16][CH2:15][CH2:14][CH2:13]3)[C:11](=[O:18])[NH:10][C:9]2=O)=[CH:4][CH:3]=1.COC1C=CC(P2(SP(C3C=CC(OC)=CC=3)(=S)S2)=[S:29])=CC=1. (5) The reactants are: [NH2:1][C:2]1[CH:7]=[CH:6][C:5]([N:8]2[CH2:13][CH2:12][CH:11]([C:14]3[O:18][C:17](=[O:19])[N:16]([CH2:20][CH3:21])[N:15]=3)[CH2:10][CH2:9]2)=[CH:4][CH:3]=1.[N+:22]([C:25]1[O:29][C:28]([CH:30]=O)=[CH:27][CH:26]=1)([O-:24])=[O:23]. Given the product [CH2:20]([N:16]1[N:15]=[C:14]([CH:11]2[CH2:10][CH2:9][N:8]([C:5]3[CH:4]=[CH:3][C:2](/[N:1]=[CH:30]/[C:28]4[O:29][C:25]([N+:22]([O-:24])=[O:23])=[CH:26][CH:27]=4)=[CH:7][CH:6]=3)[CH2:13][CH2:12]2)[O:18][C:17]1=[O:19])[CH3:21], predict the reactants needed to synthesize it.